From a dataset of Full USPTO retrosynthesis dataset with 1.9M reactions from patents (1976-2016). Predict the reactants needed to synthesize the given product. (1) Given the product [F:1][C:2]1[CH:3]=[CH:4][C:5]([O:20][CH3:21])=[C:6]([C:8]([CH3:19])([CH3:18])[CH2:9][C:10]([C:13]([F:15])([F:14])[F:16])([OH:17])[CH:11]=[N:22][C:23]2[CH:32]=[C:31]([F:33])[CH:30]=[C:29]3[C:24]=2[CH:25]=[N:26][C:27]([CH3:34])=[N:28]3)[CH:7]=1, predict the reactants needed to synthesize it. The reactants are: [F:1][C:2]1[CH:3]=[CH:4][C:5]([O:20][CH3:21])=[C:6]([C:8]([CH3:19])([CH3:18])[CH2:9][C:10]([OH:17])([C:13]([F:16])([F:15])[F:14])[CH:11]=O)[CH:7]=1.[NH2:22][C:23]1[CH:32]=[C:31]([F:33])[CH:30]=[C:29]2[C:24]=1[CH:25]=[N:26][C:27]([CH3:34])=[N:28]2.O. (2) The reactants are: [S].[SH2:2].[C:3]1([P:9]([C:16]2[CH:21]=[CH:20][CH:19]=[CH:18][CH:17]=2)[C:10]2[CH:15]=[CH:14][CH:13]=[CH:12][CH:11]=2)[CH:8]=[CH:7][CH:6]=[CH:5][CH:4]=1.[C:22]1([O:28][P:29]([O:38][C:39]2[CH:44]=[CH:43][CH:42]=[CH:41][CH:40]=2)([O:31][C:32]2[CH:37]=[CH:36][CH:35]=[CH:34][CH:33]=2)=[O:30])[CH:27]=[CH:26][CH:25]=[CH:24][CH:23]=1. Given the product [C:16]1([P:9](=[S:2])([C:3]2[CH:4]=[CH:5][CH:6]=[CH:7][CH:8]=2)[C:10]2[CH:15]=[CH:14][CH:13]=[CH:12][CH:11]=2)[CH:17]=[CH:18][CH:19]=[CH:20][CH:21]=1.[C:32]1([O:31][P:29]([O:38][C:39]2[CH:40]=[CH:41][CH:42]=[CH:43][CH:44]=2)([O:28][C:22]2[CH:27]=[CH:26][CH:25]=[CH:24][CH:23]=2)=[O:30])[CH:37]=[CH:36][CH:35]=[CH:34][CH:33]=1, predict the reactants needed to synthesize it. (3) Given the product [CH3:1][O:2][C:3](=[O:19])[C:4]1[CH:9]=[C:8]([Cl:10])[C:7]([N+:11]([O-:13])=[O:12])=[CH:6][C:5]=1[O:14][CH2:15][CH2:16][CH2:17][N:29]1[CH2:30][CH2:31][C:26]([CH2:25][C:24]2[CH:23]=[CH:22][C:21]([F:20])=[CH:36][CH:35]=2)([OH:34])[C:27]([CH3:33])([CH3:32])[CH2:28]1, predict the reactants needed to synthesize it. The reactants are: [CH3:1][O:2][C:3](=[O:19])[C:4]1[CH:9]=[C:8]([Cl:10])[C:7]([N+:11]([O-:13])=[O:12])=[CH:6][C:5]=1[O:14][CH2:15][CH2:16][CH2:17]Br.[F:20][C:21]1[CH:36]=[CH:35][C:24]([CH2:25][C:26]2([OH:34])[CH2:31][CH2:30][NH:29][CH2:28][C:27]2([CH3:33])[CH3:32])=[CH:23][CH:22]=1.C([O-])([O-])=O.[K+].[K+]. (4) Given the product [Cl:25][C:20]1[CH:19]=[C:18]([C:16]2[O:15][N:14]=[C:13]([C:9]3[CH:10]=[C:11]([CH3:12])[C:6]([O:5][CH2:4][CH:3]([OH:27])[CH2:2][NH:1][C:29](=[O:30])[CH2:28][OH:31])=[C:7]([CH3:26])[CH:8]=3)[N:17]=2)[CH:23]=[C:22]([CH3:24])[N:21]=1, predict the reactants needed to synthesize it. The reactants are: [NH2:1][CH2:2][CH:3]([OH:27])[CH2:4][O:5][C:6]1[C:11]([CH3:12])=[CH:10][C:9]([C:13]2[N:17]=[C:16]([C:18]3[CH:23]=[C:22]([CH3:24])[N:21]=[C:20]([Cl:25])[CH:19]=3)[O:15][N:14]=2)=[CH:8][C:7]=1[CH3:26].[C:28](O)(=[O:31])[CH2:29][OH:30].CCN(C(C)C)C(C)C.CN(C(ON1N=NC2C=CC=CC1=2)=[N+](C)C)C.[B-](F)(F)(F)F. (5) Given the product [CH3:1][C@@H:2]1[C@H:6]([CH3:7])[O:5][C:4]([C:8]2[NH:12][C:11]([C:13]3[CH:29]=[C:28]([CH:27]=[C:15]([O:16][C:17]4[CH:22]=[N:21][C:20]([S:23]([CH3:26])(=[O:24])=[O:25])=[CH:19][N:18]=4)[CH:14]=3)[O:30][C@@H:31]([CH3:35])[CH2:32][OH:33])=[CH:10][CH:9]=2)=[N:3]1, predict the reactants needed to synthesize it. The reactants are: [CH3:1][C@@H:2]1[C@H:6]([CH3:7])[O:5][C:4]([C:8]2[NH:12][C:11]([C:13]3[CH:14]=[C:15]([CH:27]=[C:28]([O:30][C@@H:31]([CH3:35])[CH2:32][O:33]C)[CH:29]=3)[O:16][C:17]3[CH:22]=[N:21][C:20]([S:23]([CH3:26])(=[O:25])=[O:24])=[CH:19][N:18]=3)=[CH:10][CH:9]=2)=[N:3]1.B(Br)(Br)Br.C(=O)([O-])O.[Na+]. (6) The reactants are: [Br:1][C:2]1[CH:10]=[C:9]([F:11])[C:5]([C:6](O)=[O:7])=[C:4]([F:12])[CH:3]=1.O[N:14]1C2C=CC=CC=2N=N1.C(N=C=NCCCN(C)C)C.N. Given the product [Br:1][C:2]1[CH:10]=[C:9]([F:11])[C:5]([C:6]([NH2:14])=[O:7])=[C:4]([F:12])[CH:3]=1, predict the reactants needed to synthesize it. (7) Given the product [C:1]([O:5][C:6](=[O:18])[CH2:7][O:8][C:9]1[CH:14]=[CH:13][CH:12]=[C:11]([CH2:15][NH2:16])[CH:10]=1)([CH3:4])([CH3:2])[CH3:3], predict the reactants needed to synthesize it. The reactants are: [C:1]([O:5][C:6](=[O:18])[CH2:7][O:8][C:9]1[CH:14]=[CH:13][CH:12]=[C:11]([CH:15]=[N:16]O)[CH:10]=1)([CH3:4])([CH3:3])[CH3:2].[OH-].[NH4+]. (8) Given the product [N:15]1([CH2:24][C:25]2[CH:26]=[C:27]3[C:33]([C:34]4[CH:35]=[N:36][N:37]([CH3:39])[CH:38]=4)=[CH:32][NH:31][C:28]3=[N:29][CH:30]=2)[C:23]2[C:18](=[CH:19][CH:20]=[CH:21][CH:22]=2)[CH:17]=[CH:16]1, predict the reactants needed to synthesize it. The reactants are: ClC1C(=O)C(C#N)=C(C#N)C(=O)C=1Cl.[N:15]1([CH2:24][C:25]2[CH:26]=[C:27]3[C:33]([C:34]4[CH:35]=[N:36][N:37]([CH3:39])[CH:38]=4)=[CH:32][NH:31][C:28]3=[N:29][CH:30]=2)[C:23]2[C:18](=[CH:19][CH:20]=[CH:21][CH:22]=2)[CH2:17][CH2:16]1.C([O-])(O)=O.[Na+]. (9) Given the product [F:22][C:10]1[CH:11]=[CH:12][CH:13]=[C:14]2[C:9]=1[O:8][C:6]1=[N:7][C:2]([C:34]3[CH:33]=[CH:32][C:31]([C:29]([N:26]4[CH2:27][CH2:28][O:23][CH2:24][CH2:25]4)=[O:30])=[CH:36][CH:35]=3)=[CH:3][CH:4]=[C:5]1[C@H:15]2[C:16]([CH3:21])([CH3:20])[C:17]([OH:19])=[O:18], predict the reactants needed to synthesize it. The reactants are: Cl[C:2]1[N:7]=[C:6]2[O:8][C:9]3[C:14]([C@H:15]([C:16]([CH3:21])([CH3:20])[C:17]([OH:19])=[O:18])[C:5]2=[CH:4][CH:3]=1)=[CH:13][CH:12]=[CH:11][C:10]=3[F:22].[O:23]1[CH2:28][CH2:27][N:26]([C:29]([C:31]2[CH:36]=[CH:35][C:34](B3OC(C)(C)C(C)(C)O3)=[CH:33][CH:32]=2)=[O:30])[CH2:25][CH2:24]1.P([O-])([O-])([O-])=O.[K+].[K+].[K+].O.